From a dataset of Forward reaction prediction with 1.9M reactions from USPTO patents (1976-2016). Predict the product of the given reaction. The product is: [Br:1][C:2]1[CH:3]=[C:4]2[C:9](=[CH:10][CH:11]=1)[CH:8]=[N:7][C:6]([O:12][CH3:13])=[CH:5]2. Given the reactants [Br:1][C:2]1[CH:3]=[C:4]2[C:9](=[CH:10][CH:11]=1)[CH:8]=[N:7][C:6]([OH:12])=[CH:5]2.[CH3:13]N(C)C=O.CI, predict the reaction product.